Dataset: Full USPTO retrosynthesis dataset with 1.9M reactions from patents (1976-2016). Task: Predict the reactants needed to synthesize the given product. (1) Given the product [CH:36]1([CH2:42][NH:43][C:13]([C:12]2[C:6]3[C:7](=[N:8][CH:9]=[C:4]([CH:1]4[CH2:2][CH2:3]4)[N:5]=3)[N:10]([CH2:16][O:17][CH2:18][CH2:19][Si:20]([CH3:22])([CH3:23])[CH3:21])[CH:11]=2)=[O:14])[CH2:41][CH2:40][CH2:39][CH2:38][CH2:37]1, predict the reactants needed to synthesize it. The reactants are: [CH:1]1([C:4]2[N:5]=[C:6]3[C:12]([C:13](O)=[O:14])=[CH:11][N:10]([CH2:16][O:17][CH2:18][CH2:19][Si:20]([CH3:23])([CH3:22])[CH3:21])[C:7]3=[N:8][CH:9]=2)[CH2:3][CH2:2]1.C(N1C=CN=C1)(N1C=CN=C1)=O.[CH:36]1([CH2:42][NH2:43])[CH2:41][CH2:40][CH2:39][CH2:38][CH2:37]1. (2) The reactants are: [N+:1]([C:4]1[CH:5]=[C:6]2[C:11](=[CH:12][CH:13]=1)[CH2:10][N:9]([C:14]([O:16][C:17]([CH3:20])([CH3:19])[CH3:18])=[O:15])[CH2:8][CH2:7]2)([O-])=O.[H][H]. Given the product [NH2:1][C:4]1[CH:5]=[C:6]2[C:11](=[CH:12][CH:13]=1)[CH2:10][N:9]([C:14]([O:16][C:17]([CH3:20])([CH3:19])[CH3:18])=[O:15])[CH2:8][CH2:7]2, predict the reactants needed to synthesize it.